This data is from Experimentally validated miRNA-target interactions with 360,000+ pairs, plus equal number of negative samples. The task is: Binary Classification. Given a miRNA mature sequence and a target amino acid sequence, predict their likelihood of interaction. (1) Result: 0 (no interaction). The protein sequence of the target gene is MLPCFQLLRIGGGRGGDLYTFHPPAGAGCTYRLGHRADLCDVALRPQQEPGLISGIHAELHAEPRGDDWRVSLEDHSSQGTLVNNVRLPRGHRLELSDGDLLTFGPEGPPGTSPSEFYFMFQQVRVKPQDFAAITIPRSRGEARVGAGFRPMLPSQGAPQRPLSTFSPAPKATLILNSIGSLSKLRPQPLTFSPSWGGPKSLPVPAPPGEMGTTPSAPPQRNRRKSVHRVLAELDDESEPPENPPPVLMEPRKKLRVDKAPLTPTGNRRGRPRKYPVSAPMAPPAVGGGEPCAAPCCCLP.... The miRNA is hsa-miR-4666b with sequence UUGCAUGUCAGAUUGUAAUUCCC. (2) The miRNA is mmu-miR-709 with sequence GGAGGCAGAGGCAGGAGGA. The protein sequence of the target gene is MASGLAEESELSPGESELAVNPFDGLPFSSCYYELLEQRRALPIWAARFLFLEHLESSPTGVVLVSGDPGSGKSTQIPQWCAEFALARGFQTGQVTVTQPYPLAAMSLASRVADEMDLTLGHEIGYSIPQEDCTGPNTMLRFCWDRLFLQEVASTRGPGAWSVLILDEAQERSVASDLLQGLLRDTRLRNLPGDPRVVVVTDPALEPKFQAFWGNSPIVRVPREPGGDPTLAYKDTVPTDLVEAACQAVLELCQQEEAPGDVLVYLPSEEEISLCCESLSGEMGTLAVPGPPPRVLPLHP.... Result: 1 (interaction). (3) The miRNA is hsa-miR-7976 with sequence UGCCCUGAGACUUUUGCUC. The protein sequence of the target gene is MEAKEKQHLLDARPAIRSYTGSLWQEGAGWIPLPRPGLDLQAIELAAQSNHHCHAQKGPDSHCDPKKGKAQRQLYVASAICLLFMIGEVVEILGALVSVLSIWVVTGVLVYLAVERLISGDYEIDGGTMLITSGCAVAVNIIMGLTLHQSGHGHSHGTTNQQEENPSVRAAFIHVIGDFMQSMGVLVAAYILYFKPEYKYVDPICTFVFSILVLGTTLTILRDVILVLMEGTPKGVDFTAVRDLLLSVEGVEALHSLHIWALTVAQPVLSVHIAIAQNTDAQAVLKTASSRLQGKFHFHT.... Result: 0 (no interaction). (4) The miRNA is mmu-miR-105 with sequence CCAAGUGCUCAGAUGCUUGUGGU. The protein sequence of the target gene is MPRYYEDKPEGGACAGVKEDLGACLLQSACVLQEGKSPRQCLKEGNCRALQYSFFECKRSMLDARSRFRGRKGY. Result: 1 (interaction). (5) The miRNA is hsa-miR-448 with sequence UUGCAUAUGUAGGAUGUCCCAU. The protein sequence of the target gene is MSGSFDRKLSSILTDISSSLSCHAGSKDSPTLPESSVTDLGYYSAPQHDYYSGQPYGQTVNPYTYHHQFNLNGLAGTGAYSPKSEYTYGASYRQYGAYREQPLPAQDPVSVKEEPEAEVRMVNGKPKKVRKPRTIYSSYQLAALQRRFQKAQYLALPERAELAAQLGLTQTQVKIWFQNRRSKFKKLYKNGEVPLEHSPNNSDSMACNSPPSPALWDTSSHSTPAPARSQLPPPLPYSASPSYLDDPTNSWYHAQNLSGPHLQQQPPQPATLHHASPGPPPNPGAVY. Result: 0 (no interaction). (6) The miRNA is cel-miR-238-3p with sequence UUUGUACUCCGAUGCCAUUCAGA. The protein sequence of the target gene is MATSSEEVLLIVKKVRQKKQDGALYLMAERIAWAPEGKDRFTISHMYADIKCQKISPEGKAKIQLQLVLHAGDTTNFHFSNESTAVKERDAVKDLLQQLLPKFKRKANKELEEKNRMLQEDPVLFQLYKDLVVSQVISAEEFWANRLNVNATDSSSTSNHKQDVGISAAFLADVRPQTDGCNGLRYNLTSDIIESIFRTYPAVKMKYAENVPHNMTEKEFWTRFFQSHYFHRDRLNTGSKDLFAECAKIDEKGLKTMVSLGVKNPLLDLTALEDKPLDEGYGISSVPSASNSKSIKENSN.... Result: 0 (no interaction). (7) The miRNA is mmu-let-7e-5p with sequence UGAGGUAGGAGGUUGUAUAGUU. The protein sequence of the target gene is MAFFSRLNLQEGLQTFFVLQWIPVYIFLGAIPILLIPYFLLFSKFWPLAVLSLAWLTYDWNTHSQGGRRSAWVRNWTLWKYFRNYFPVKLVKTHDLSPKHNYIIANHPHGILSFGVFINFATEATGIARIFPSITPFVGTLERIFWIPIVREYVMSMGVCPVSSSALKYLLTQKGSGNAVVIVVGGAAEALLCRPGASTLFLKQRKGFVKMALQTGAYLVPSYSFGENEVFNQETFPEGTWLRLFQKTFQDTFKKILGLNFCTFHGRGFTRGSWGFLPFNRPITTVVGEPLPIPRIKRPN.... Result: 0 (no interaction). (8) The protein sequence of the target gene is MAPPVAERGLKSVVWQKIKATVFDDCKKEGEWKIMLLDEFTTKLLASCCKMTDLLEEGITVVENIYKNREPVRQMKALYFITPTSKSVDCFLHDFASKSENKYKAAYIYFTDFCPDNLFNKIKASCSKSIRRCKEINISFIPHESQVYTLDVPDAFYYCYSPDPGNAKGKDAIMETMADQIVTVCATLDENPGVRYKSKPLDNASKLAQLVEKKLEDYYKIDEKSLIKGKTHSQLLIIDRGFDPVSTVLHELTFQAMAYDLLPIENDTYKYKTDGKEKEAILEEEDDLWVRIRHRHIAVV.... Result: 1 (interaction). The miRNA is hsa-miR-378a-3p with sequence ACUGGACUUGGAGUCAGAAGGC.